Dataset: Forward reaction prediction with 1.9M reactions from USPTO patents (1976-2016). Task: Predict the product of the given reaction. (1) Given the reactants C[O:2][C:3]([C:5]1[CH:10]=[CH:9][C:8]([C:11]2[CH:16]=[CH:15][C:14]([CH:17]([CH3:35])[C:18]([OH:34])([C:23]3[CH:24]=[CH:25][C:26]4[O:30][C:29](=[O:31])[N:28]([CH3:32])[C:27]=4[CH:33]=3)[C:19]([F:22])([F:21])[F:20])=[C:13]([Cl:36])[CH:12]=2)=[CH:7][C:6]=1[F:37])=[O:4].[Li+].[OH-].Cl, predict the reaction product. The product is: [Cl:36][C:13]1[CH:12]=[C:11]([C:8]2[CH:9]=[CH:10][C:5]([C:3]([OH:4])=[O:2])=[C:6]([F:37])[CH:7]=2)[CH:16]=[CH:15][C:14]=1[CH:17]([CH3:35])[C:18]([OH:34])([C:23]1[CH:24]=[CH:25][C:26]2[O:30][C:29](=[O:31])[N:28]([CH3:32])[C:27]=2[CH:33]=1)[C:19]([F:22])([F:21])[F:20]. (2) Given the reactants CN(C)C=O.Cl.[F:7][C:8]1[CH:13]=[CH:12][C:11]([CH:14]([C:22]2[CH:27]=[CH:26][C:25]([F:28])=[CH:24][CH:23]=2)[CH:15]2[C:20](=[O:21])[CH2:19][CH2:18][NH:17][CH2:16]2)=[CH:10][CH:9]=1.Br[CH2:30][C:31]([C:33]1[CH:38]=[CH:37][CH:36]=[CH:35][C:34]=1[O:39][CH3:40])=[O:32].C(=O)([O-])[O-].[K+].[K+], predict the reaction product. The product is: [F:7][C:8]1[CH:13]=[CH:12][C:11]([CH:14]([C:22]2[CH:23]=[CH:24][C:25]([F:28])=[CH:26][CH:27]=2)[CH:15]2[C:20](=[O:21])[CH2:19][CH2:18][N:17]([CH2:30][C:31]([C:33]3[CH:38]=[CH:37][CH:36]=[CH:35][C:34]=3[O:39][CH3:40])=[O:32])[CH2:16]2)=[CH:10][CH:9]=1. (3) Given the reactants [F:1][C:2]1[CH:7]=[C:6]([OH:8])[C:5](=[O:9])[N:4]([CH3:10])[C:3]=1[C:11]#[N:12].N1C=CC=CC=1.[S:19](O[S:19]([C:22]([F:25])([F:24])[F:23])(=[O:21])=[O:20])([C:22]([F:25])([F:24])[F:23])(=[O:21])=[O:20], predict the reaction product. The product is: [C:11]([C:3]1[N:4]([CH3:10])[C:5](=[O:9])[C:6]([O:8][S:19]([C:22]([F:25])([F:24])[F:23])(=[O:21])=[O:20])=[CH:7][C:2]=1[F:1])#[N:12]. (4) The product is: [CH2:1]([O:8][C:9]([NH:11][C@@:12]([C:13]([O:15][CH2:16][CH3:17])=[O:14])([C:24]([OH:26])=[O:25])[CH2:18][C:19]([O:21][CH2:22][CH3:23])=[O:20])=[O:10])[C:2]1[CH:3]=[CH:4][CH:5]=[CH:6][CH:7]=1. Given the reactants [CH2:1]([O:8][C:9]([NH:11][C:12]([C:24]([O:26]CC)=[O:25])([CH2:18][C:19]([O:21][CH2:22][CH3:23])=[O:20])[C:13]([O:15][CH2:16][CH3:17])=[O:14])=[O:10])[C:2]1[CH:7]=[CH:6][CH:5]=[CH:4][CH:3]=1, predict the reaction product. (5) The product is: [CH3:21][S:22]([NH:1][C:2]1[CH:11]=[CH:10][C:9]2[NH:8][C:7](=[O:12])[C:6]3[NH:13][CH:14]=[CH:15][C:5]=3[C:4]=2[CH:3]=1)(=[O:24])=[O:23].[CH2:16]([C:18]([O-:20])=[O:19])[CH3:17]. Given the reactants [NH2:1][C:2]1[CH:11]=[CH:10][C:9]2[NH:8][C:7](=[O:12])[C:6]3[NH:13][CH:14]=[CH:15][C:5]=3[C:4]=2[CH:3]=1.[CH2:16]([C:18]([O-:20])=[O:19])[CH3:17].[CH3:21][S:22](Cl)(=[O:24])=[O:23], predict the reaction product. (6) Given the reactants [CH3:1][C:2]1[CH:7]=[C:6]([C:8]2[CH:35]=[CH:34][C:11]3[N:12](C(C4C=CC=CC=4)(C4C=CC=CC=4)C4C=CC=CC=4)[CH:13]=[N:14][C:10]=3[CH:9]=2)[CH:5]=[CH:4][C:3]=1[CH2:36][NH:37][CH:38]1[CH2:46][C:45]2[C:40](=[CH:41][CH:42]=[CH:43][CH:44]=2)[CH2:39]1.CC1C=C(C2C=CC3N=CN(C(C4C=CC=CC=4)(C4C=CC=CC=4)C4C=CC=CC=4)C=3C=2)C=CC=1CNC1CC2C(=CC=CC=2)C1.O.[ClH:94], predict the reaction product. The product is: [ClH:94].[ClH:94].[NH:12]1[C:11]2[CH:34]=[CH:35][C:8]([C:6]3[CH:5]=[CH:4][C:3]([CH2:36][NH:37][CH:38]4[CH2:46][C:45]5[C:40](=[CH:41][CH:42]=[CH:43][CH:44]=5)[CH2:39]4)=[C:2]([CH3:1])[CH:7]=3)=[CH:9][C:10]=2[N:14]=[CH:13]1. (7) Given the reactants B.[NH2:2][C:3]1[CH:4]=[CH:5][C:6]([S:13][CH:14]([CH3:16])[CH3:15])=[C:7]([CH:12]=1)[C:8]([NH:10][CH3:11])=O.Cl, predict the reaction product. The product is: [CH:14]([S:13][C:6]1[CH:5]=[CH:4][C:3]([NH2:2])=[CH:12][C:7]=1[CH2:8][NH:10][CH3:11])([CH3:16])[CH3:15]. (8) Given the reactants [CH2:1]([C:3]([F:30])([CH2:28][CH3:29])[CH2:4][N:5]1[CH2:10][CH2:9][CH:8]([CH2:11][O:12][C:13]2[N:18]=[N:17][C:16]([C:19]3[CH:27]=[CH:26][C:22]([C:23](O)=[O:24])=[CH:21][CH:20]=3)=[CH:15][CH:14]=2)[CH2:7][CH2:6]1)[CH3:2].CCN=C=NCCCN(C)C.C1C=CC2N(O)N=NC=2C=1.CCN(C(C)C)C(C)C.[NH:61]1[CH2:65][CH2:64][CH2:63][C@H:62]1[C:66]([NH2:68])=[O:67], predict the reaction product. The product is: [CH2:1]([C:3]([F:30])([CH2:28][CH3:29])[CH2:4][N:5]1[CH2:6][CH2:7][CH:8]([CH2:11][O:12][C:13]2[N:18]=[N:17][C:16]([C:19]3[CH:27]=[CH:26][C:22]([C:23]([N:61]4[CH2:65][CH2:64][CH2:63][C@H:62]4[C:66]([NH2:68])=[O:67])=[O:24])=[CH:21][CH:20]=3)=[CH:15][CH:14]=2)[CH2:9][CH2:10]1)[CH3:2]. (9) Given the reactants [NH:1]1[C:5]2=[CH:6][N:7]=[C:8]([NH:10][C:11]3[C:12]4[C:19]5[CH2:20][CH2:21][C@H:22]([C:24](O)=[O:25])[CH2:23][C:18]=5[S:17][C:13]=4[N:14]=[CH:15][N:16]=3)[CH:9]=[C:4]2[CH:3]=[N:2]1.[F:27][C:28]([F:34])([F:33])[CH2:29][CH2:30][NH:31][CH3:32], predict the reaction product. The product is: [CH3:32][N:31]([CH2:30][CH2:29][C:28]([F:34])([F:33])[F:27])[C:24]([C@H:22]1[CH2:21][CH2:20][C:19]2[C:12]3[C:11]([NH:10][C:8]4[CH:9]=[C:4]5[CH:3]=[N:2][NH:1][C:5]5=[CH:6][N:7]=4)=[N:16][CH:15]=[N:14][C:13]=3[S:17][C:18]=2[CH2:23]1)=[O:25]. (10) Given the reactants [C:1]([N:11]([CH3:17])[C@H:12]([C:14]([OH:16])=O)[CH3:13])([O:3][CH2:4][C:5]1[CH:10]=[CH:9][CH:8]=[CH:7][CH:6]=1)=[O:2].CN(C(ON1N=NC2C=CC=NC1=2)=[N+](C)C)C.F[P-](F)(F)(F)(F)F.CCN(C(C)C)C(C)C.[NH2:51][CH:52]([C:78]([CH3:81])([CH3:80])[CH3:79])[C:53]([N:55]1[CH2:59][CH2:58][CH:57]2[N:60]([CH:73]3[CH2:77][CH2:76][CH2:75][CH2:74]3)[CH2:61][CH:62]([C:63]3[C:71]4[C:66](=[CH:67][C:68]([F:72])=[CH:69][CH:70]=4)[NH:65][CH:64]=3)[CH:56]12)=[O:54], predict the reaction product. The product is: [CH2:4]([O:3][C:1](=[O:2])[N:11]([CH:12]([C:14](=[O:16])[NH:51][CH:52]([C:53]([N:55]1[CH2:59][CH2:58][CH:57]2[N:60]([CH:73]3[CH2:77][CH2:76][CH2:75][CH2:74]3)[CH2:61][CH:62]([C:63]3[C:71]4[C:66](=[CH:67][C:68]([F:72])=[CH:69][CH:70]=4)[NH:65][CH:64]=3)[CH:56]12)=[O:54])[C:78]([CH3:81])([CH3:80])[CH3:79])[CH3:13])[CH3:17])[C:5]1[CH:6]=[CH:7][CH:8]=[CH:9][CH:10]=1.